From a dataset of NCI-60 drug combinations with 297,098 pairs across 59 cell lines. Regression. Given two drug SMILES strings and cell line genomic features, predict the synergy score measuring deviation from expected non-interaction effect. (1) Drug 1: CC1CCC2CC(C(=CC=CC=CC(CC(C(=O)C(C(C(=CC(C(=O)CC(OC(=O)C3CCCCN3C(=O)C(=O)C1(O2)O)C(C)CC4CCC(C(C4)OC)O)C)C)O)OC)C)C)C)OC. Drug 2: C1CN(P(=O)(OC1)NCCCl)CCCl. Cell line: SN12C. Synergy scores: CSS=9.81, Synergy_ZIP=-4.82, Synergy_Bliss=3.80, Synergy_Loewe=-16.0, Synergy_HSA=-0.116. (2) Drug 1: CCCCC(=O)OCC(=O)C1(CC(C2=C(C1)C(=C3C(=C2O)C(=O)C4=C(C3=O)C=CC=C4OC)O)OC5CC(C(C(O5)C)O)NC(=O)C(F)(F)F)O. Drug 2: C1=CN(C=N1)CC(O)(P(=O)(O)O)P(=O)(O)O. Cell line: HS 578T. Synergy scores: CSS=33.2, Synergy_ZIP=5.04, Synergy_Bliss=7.13, Synergy_Loewe=4.06, Synergy_HSA=5.95. (3) Drug 1: C1CC(=O)NC(=O)C1N2CC3=C(C2=O)C=CC=C3N. Drug 2: CCCCC(=O)OCC(=O)C1(CC(C2=C(C1)C(=C3C(=C2O)C(=O)C4=C(C3=O)C=CC=C4OC)O)OC5CC(C(C(O5)C)O)NC(=O)C(F)(F)F)O. Cell line: A549. Synergy scores: CSS=5.53, Synergy_ZIP=-3.47, Synergy_Bliss=-3.81, Synergy_Loewe=-2.00, Synergy_HSA=-1.98. (4) Drug 1: CC1=C(C(CCC1)(C)C)C=CC(=CC=CC(=CC(=O)O)C)C. Drug 2: CC1=C2C(C(=O)C3(C(CC4C(C3C(C(C2(C)C)(CC1OC(=O)C(C(C5=CC=CC=C5)NC(=O)C6=CC=CC=C6)O)O)OC(=O)C7=CC=CC=C7)(CO4)OC(=O)C)O)C)OC(=O)C. Cell line: OVCAR-8. Synergy scores: CSS=51.3, Synergy_ZIP=13.9, Synergy_Bliss=14.9, Synergy_Loewe=-11.9, Synergy_HSA=14.9. (5) Drug 1: C1CC(=O)NC(=O)C1N2CC3=C(C2=O)C=CC=C3N. Drug 2: C1CN(CCN1C(=O)CCBr)C(=O)CCBr. Cell line: HCT-15. Synergy scores: CSS=18.2, Synergy_ZIP=-6.80, Synergy_Bliss=-1.76, Synergy_Loewe=-9.66, Synergy_HSA=-1.45.